From a dataset of Reaction yield outcomes from USPTO patents with 853,638 reactions. Predict the reaction yield, written as a fraction of the theoretical maximum amount of product (1.0 means a 100% yield; for example, 0.34 means a 34% yield). The reactants are O=[C:2]1[C:11]2[CH:10]=[C:9]([C:12]([O:14][CH3:15])=[O:13])[CH:8]=[CH:7][C:6]=2[CH2:5][CH2:4][CH2:3]1.Cl.[NH2:17][OH:18].C([O-])(=O)C.[Na+]. The catalyst is CO. The product is [OH:18]/[N:17]=[C:2]1\[CH2:3][CH2:4][CH2:5][C:6]2[CH:7]=[CH:8][C:9]([C:12]([O:14][CH3:15])=[O:13])=[CH:10][C:11]\1=2. The yield is 0.930.